From a dataset of Forward reaction prediction with 1.9M reactions from USPTO patents (1976-2016). Predict the product of the given reaction. (1) Given the reactants B(Cl)(Cl)Cl.C([NH:9][S:10]([C:13]1[S:14][C:15]([C:18]2[N:23]=[C:22]([NH:24][C:25]3[CH:29]=[C:28]([CH:30]4[CH2:32][CH2:31]4)[NH:27][N:26]=3)[C:21]([C:33]#[CH:34])=[C:20]([CH3:35])[N:19]=2)=[CH:16][CH:17]=1)(=[O:12])=[O:11])(C)(C)C, predict the reaction product. The product is: [CH:30]1([C:28]2[CH:29]=[C:25]([NH:24][C:22]3[C:21]([C:33]#[CH:34])=[C:20]([CH3:35])[N:19]=[C:18]([C:15]4[S:14][C:13]([S:10]([NH2:9])(=[O:12])=[O:11])=[CH:17][CH:16]=4)[N:23]=3)[NH:26][N:27]=2)[CH2:32][CH2:31]1. (2) Given the reactants [CH2:1]([O:3][P:4]([C:9]([C:12]1[CH:17]=[CH:16][C:15]([N+:18]([O-])=O)=[CH:14][CH:13]=1)([F:11])[F:10])(=[O:8])[O:5][CH2:6][CH3:7])[CH3:2], predict the reaction product. The product is: [CH2:1]([O:3][P:4]([C:9]([C:12]1[CH:13]=[CH:14][C:15]([NH2:18])=[CH:16][CH:17]=1)([F:11])[F:10])(=[O:8])[O:5][CH2:6][CH3:7])[CH3:2]. (3) Given the reactants [NH2:1][C:2]1[C:10]([O:11][CH3:12])=[CH:9][CH:8]=[C:7]([Br:13])[C:3]=1[C:4](O)=[O:5].O.[CH:15]([NH2:17])=O, predict the reaction product. The product is: [Br:13][C:7]1[CH:8]=[CH:9][C:10]([O:11][CH3:12])=[C:2]2[C:3]=1[C:4](=[O:5])[NH:17][CH:15]=[N:1]2. (4) Given the reactants Cl[C:2]1[N:7]=[CH:6][N:5]=[C:4]([C:8]([NH:10][C:11]2[CH:12]=[C:13]3[C:17](=[CH:18][CH:19]=2)[NH:16][N:15]=[CH:14]3)=[O:9])[CH:3]=1.[CH:20]1([CH2:23][NH:24][CH2:25][CH2:26][O:27][CH3:28])[CH2:22][CH2:21]1, predict the reaction product. The product is: [CH:20]1([CH2:23][N:24]([CH2:25][CH2:26][O:27][CH3:28])[C:2]2[N:7]=[CH:6][N:5]=[C:4]([C:8]([NH:10][C:11]3[CH:12]=[C:13]4[C:17](=[CH:18][CH:19]=3)[NH:16][N:15]=[CH:14]4)=[O:9])[CH:3]=2)[CH2:22][CH2:21]1.